Predict the reaction yield, written as a fraction of the theoretical maximum amount of product (1.0 means a 100% yield; for example, 0.34 means a 34% yield). From a dataset of Reaction yield outcomes from USPTO patents with 853,638 reactions. (1) The reactants are [CH3:1][O:2][C:3]1[C:11]2[O:10][C:9]([CH3:13])([CH3:12])[CH2:8][C:7]=2[C:6]([CH3:14])=[C:5]([N:15]2[CH2:20][CH2:19][NH:18][CH2:17][CH2:16]2)[C:4]=1[CH3:21].Br[C:23]1[CH:28]=[CH:27][C:26]([C:29]([F:32])([F:31])[F:30])=[CH:25][CH:24]=1. No catalyst specified. The product is [CH3:1][O:2][C:3]1[C:11]2[O:10][C:9]([CH3:13])([CH3:12])[CH2:8][C:7]=2[C:6]([CH3:14])=[C:5]([N:15]2[CH2:20][CH2:19][N:18]([C:23]3[CH:28]=[CH:27][C:26]([C:29]([F:32])([F:31])[F:30])=[CH:25][CH:24]=3)[CH2:17][CH2:16]2)[C:4]=1[CH3:21]. The yield is 0.400. (2) The reactants are [CH2:1]([N:3]([CH2:37][CH3:38])[CH2:4][CH2:5][CH2:6][NH:7][C:8]1[N:9]=[C:10]([C:27]2[CH:28]=[C:29]([CH:33]=[CH:34][C:35]=2[CH3:36])[C:30]([OH:32])=O)[C:11]2[CH:17]=[CH:16][C:15](=[O:18])[N:14]([C:19]3[C:24]([F:25])=[CH:23][CH:22]=[CH:21][C:20]=3[F:26])[C:12]=2[N:13]=1)[CH3:2].[CH3:39][N:40](C(ON1N=NC2C=CC=CC1=2)=[N+](C)C)[CH3:41].F[P-](F)(F)(F)(F)F.CNC. The catalyst is ClCCl.C1COCC1. The product is [CH2:37]([N:3]([CH2:1][CH3:2])[CH2:4][CH2:5][CH2:6][NH:7][C:8]1[N:9]=[C:10]([C:27]2[CH:28]=[C:29]([CH:33]=[CH:34][C:35]=2[CH3:36])[C:30]([N:40]([CH3:41])[CH3:39])=[O:32])[C:11]2[CH:17]=[CH:16][C:15](=[O:18])[N:14]([C:19]3[C:20]([F:26])=[CH:21][CH:22]=[CH:23][C:24]=3[F:25])[C:12]=2[N:13]=1)[CH3:38]. The yield is 0.990. (3) The reactants are [Br:1][C:2]1[N:3]=[CH:4][NH:5][CH:6]=1.[N+:7]([O-])([OH:9])=[O:8]. The catalyst is S(=O)(=O)(O)O. The product is [Br:1][C:2]1[NH:3][CH:4]=[N:5][C:6]=1[N+:7]([O-:9])=[O:8]. The yield is 0.870. (4) The reactants are [CH:1]1([CH2:6][CH:7]([C:11]2[CH:16]=[CH:15][C:14]([S:17]([CH3:20])(=[O:19])=[O:18])=[CH:13][CH:12]=2)[C:8]([OH:10])=O)[CH2:5][CH2:4][CH2:3][CH2:2]1.C(Cl)(=O)C(Cl)=O.Br.[NH2:28][C:29]1[S:30][C:31]([Br:34])=[CH:32][N:33]=1.C(N(CC)CC)C. The catalyst is CN(C)C=O.C(Cl)Cl. The product is [Br:34][C:31]1[S:30][C:29]([NH:28][C:8](=[O:10])[CH:7]([C:11]2[CH:16]=[CH:15][C:14]([S:17]([CH3:20])(=[O:19])=[O:18])=[CH:13][CH:12]=2)[CH2:6][CH:1]2[CH2:2][CH2:3][CH2:4][CH2:5]2)=[N:33][CH:32]=1. The yield is 0.350.